Dataset: Forward reaction prediction with 1.9M reactions from USPTO patents (1976-2016). Task: Predict the product of the given reaction. (1) Given the reactants [CH2:1]([O:8][C:9]([N:11]1[CH2:15][CH2:14][CH2:13][CH:12]1[C:16]([N:18]1[CH2:22][CH2:21][CH2:20][C@:19]1([CH2:26][C:27]1[CH:32]=[CH:31][CH:30]=[C:29]([O:33][CH3:34])[CH:28]=1)[C:23](O)=[O:24])=[O:17])=[O:10])[C:2]1[CH:7]=[CH:6][CH:5]=[CH:4][CH:3]=1.CCN=C=NCCCN(C)C.Cl.C1C=CC2N(O)N=NC=2C=1.CCN(C(C)C)C(C)C.[NH2:66][C@@H:67]([C@H:71]([OH:73])[CH3:72])[C:68]([NH2:70])=[O:69], predict the reaction product. The product is: [NH2:70][C:68](=[O:69])[C@@H:67]([NH:66][C:23]([C:19]1([CH2:26][C:27]2[CH:32]=[CH:31][CH:30]=[C:29]([O:33][CH3:34])[CH:28]=2)[CH2:20][CH2:21][CH2:22][N:18]1[C:16]([C@@H:12]1[CH2:13][CH2:14][CH2:15][N:11]1[C:9]([O:8][CH2:1][C:2]1[CH:7]=[CH:6][CH:5]=[CH:4][CH:3]=1)=[O:10])=[O:17])=[O:24])[C@H:71]([OH:73])[CH3:72]. (2) Given the reactants C([O-])(C)(C)C.[K+].[OH:7][CH:8]1[CH2:21][C:10]2([CH2:13][N:12]([C:14]([O:16][C:17]([CH3:20])([CH3:19])[CH3:18])=[O:15])[CH2:11]2)[CH2:9]1.Br.Br[CH2:24][CH2:25][N:26]1[CH2:31][CH2:30][O:29][CH2:28][CH2:27]1.C([O-])(O)=O.[Na+], predict the reaction product. The product is: [O:29]1[CH2:30][CH2:31][N:26]([CH2:25][CH2:24][O:7][CH:8]2[CH2:9][C:10]3([CH2:13][N:12]([C:14]([O:16][C:17]([CH3:18])([CH3:20])[CH3:19])=[O:15])[CH2:11]3)[CH2:21]2)[CH2:27][CH2:28]1. (3) The product is: [F:30][C:2]([F:1])([F:29])[C:3]([C:20]1[C:28]2[C:23](=[CH:24][CH:25]=[CH:26][CH:27]=2)[N:22]([CH2:34][C:35]([NH2:37])=[O:36])[CH:21]=1)([OH:4])[C:5]1[CH:6]=[C:7]2[C:11](=[CH:12][CH:13]=1)[N:10]([C:14]1[CH:15]=[N:16][CH:17]=[CH:18][CH:19]=1)[N:9]=[CH:8]2. Given the reactants [F:1][C:2]([F:30])([F:29])[C:3]([C:20]1[C:28]2[C:23](=[CH:24][CH:25]=[CH:26][CH:27]=2)[NH:22][CH:21]=1)([C:5]1[CH:6]=[C:7]2[C:11](=[CH:12][CH:13]=1)[N:10]([C:14]1[CH:15]=[N:16][CH:17]=[CH:18][CH:19]=1)[N:9]=[CH:8]2)[OH:4].[OH-].[K+].I[CH2:34][C:35]([NH2:37])=[O:36], predict the reaction product.